This data is from Full USPTO retrosynthesis dataset with 1.9M reactions from patents (1976-2016). The task is: Predict the reactants needed to synthesize the given product. (1) Given the product [CH:28]1([NH:27][C:26](=[O:31])[C:24]2[CH:25]=[C:20]([C:13]3[CH:14]=[C:15]4[C:10](=[CH:11][CH:12]=3)[C:9](=[O:34])[N:8]([CH2:7][CH2:6][CH2:5][OH:4])[CH:17]=[C:16]4[CH:18]=[O:19])[C:21]([CH3:33])=[C:22]([F:32])[CH:23]=2)[CH2:30][CH2:29]1, predict the reactants needed to synthesize it. The reactants are: C([O:4][CH2:5][CH2:6][CH2:7][N:8]1[CH:17]=[C:16]([CH:18]=[O:19])[C:15]2[C:10](=[CH:11][CH:12]=[C:13]([C:20]3[CH:25]=[C:24]([C:26](=[O:31])[NH:27][CH:28]4[CH2:30][CH2:29]4)[CH:23]=[C:22]([F:32])[C:21]=3[CH3:33])[CH:14]=2)[C:9]1=[O:34])(=O)C.CO.C(=O)([O-])[O-].[K+].[K+]. (2) Given the product [Cl:1][C:2]1[CH:10]=[C:9]([OH:11])[C:8]([I:12])=[CH:7][C:3]=1[C:4]([OH:6])=[O:5], predict the reactants needed to synthesize it. The reactants are: [Cl:1][C:2]1[CH:10]=[C:9]([OH:11])[CH:8]=[CH:7][C:3]=1[C:4]([OH:6])=[O:5].[I:12]N1C(=O)CCC1=O. (3) Given the product [C:17]([O:21][C:22]([N:24]1[CH2:29][CH2:28][N:14]([C:5]2[CH:4]=[C:3]([O:2][CH3:1])[CH:10]=[C:9]([N+:11]([O-:13])=[O:12])[C:6]=2[C:7]#[N:8])[CH2:26][CH2:25]1)=[O:23])([CH3:20])([CH3:19])[CH3:18], predict the reactants needed to synthesize it. The reactants are: [CH3:1][O:2][C:3]1[CH:10]=[C:9]([N+:11]([O-:13])=[O:12])[C:6]([C:7]#[N:8])=[C:5]([N+:14]([O-])=O)[CH:4]=1.[C:17]([O:21][C:22]([N:24]1[CH2:29][CH2:28]N[CH2:26][CH2:25]1)=[O:23])([CH3:20])([CH3:19])[CH3:18]. (4) Given the product [Cl:1][C:2]1[C:3]([CH3:47])=[C:4]([C:18]2[C:26]3[C:25]([O:27][C@@H:28]([CH2:32][C:33]4[CH:38]=[CH:37][CH:36]=[CH:35][C:34]=4[O:39][CH2:56][C:54]4[CH:53]=[CH:52][N:51]=[C:50]([S:49][CH3:48])[N:55]=4)[C:29]([O:31][CH2:58][CH3:59])=[O:30])=[N:24][CH:23]=[N:22][C:21]=3[S:20][C:19]=2[C:40]2[CH:41]=[CH:42][C:43]([F:46])=[CH:44][CH:45]=2)[CH:5]=[CH:6][C:7]=1[O:8][CH2:9][CH2:10][N:11]1[CH2:12][CH2:13][N:14]([CH3:17])[CH2:15][CH2:16]1, predict the reactants needed to synthesize it. The reactants are: [Cl:1][C:2]1[C:3]([CH3:47])=[C:4]([C:18]2[C:26]3[C:25]([O:27][CH:28]([CH2:32][C:33]4[CH:38]=[CH:37][CH:36]=[CH:35][C:34]=4[OH:39])[C:29]([O-:31])=[O:30])=[N:24][CH:23]=[N:22][C:21]=3[S:20][C:19]=2[C:40]2[CH:45]=[CH:44][C:43]([F:46])=[CH:42][CH:41]=2)[CH:5]=[CH:6][C:7]=1[O:8][CH2:9][CH2:10][N:11]1[CH2:16][CH2:15][N:14]([CH3:17])[CH2:13][CH2:12]1.[CH3:48][S:49][C:50]1[N:55]=[C:54]([CH2:56]O)[CH:53]=[CH:52][N:51]=1.[CH:58]1C=CC(P(C2C=CC=CC=2)C2C=CC=CC=2)=C[CH:59]=1.N(C(OC(C)(C)C)=O)=NC(OC(C)(C)C)=O. (5) Given the product [Cl:1][C:2]1[CH:9]=[C:8]([OH:10])[C:7]([O:11][C:12]2[CH:17]=[CH:16][C:15]([Cl:18])=[CH:14][C:13]=2[Cl:19])=[CH:6][C:3]=1[C:4]([NH:21][OH:22])=[NH:5], predict the reactants needed to synthesize it. The reactants are: [Cl:1][C:2]1[CH:9]=[C:8]([OH:10])[C:7]([O:11][C:12]2[CH:17]=[CH:16][C:15]([Cl:18])=[CH:14][C:13]=2[Cl:19])=[CH:6][C:3]=1[C:4]#[N:5].Cl.[NH2:21][OH:22].C([O-])([O-])=O.[Na+].[Na+].